From a dataset of Reaction yield outcomes from USPTO patents with 853,638 reactions. Predict the reaction yield, written as a fraction of the theoretical maximum amount of product (1.0 means a 100% yield; for example, 0.34 means a 34% yield). (1) The reactants are C([O:3][P:4]([CH:9]=[CH:10][CH:11]1[CH:15]([O:16][C:17](=[O:24])[C:18]2[CH:23]=[CH:22][CH:21]=[CH:20][CH:19]=2)[CH:14]([O:25][CH3:26])[CH:13]([N:27]2[CH:35]=[N:34][C:33]3[C:32](=[O:36])[NH:31][C:30]([NH:37][C:38](=[O:42])[CH:39]([CH3:41])[CH3:40])=[N:29][C:28]2=3)[O:12]1)([O:6]CC)=[O:5])C.N1C(C)=CC=CC=1C.C[Si](Br)(C)C. The catalyst is CN(C=O)C. The product is [C:38]([NH:37][C:30]1[NH:31][C:32](=[O:36])[C:33]2[N:34]=[CH:35][N:27]([CH:13]3[O:12][CH:11]([CH:10]=[CH:9][P:4]([OH:5])([OH:6])=[O:3])[CH:15]([O:16][C:17](=[O:24])[C:18]4[CH:19]=[CH:20][CH:21]=[CH:22][CH:23]=4)[CH:14]3[O:25][CH3:26])[C:28]=2[N:29]=1)(=[O:42])[CH:39]([CH3:40])[CH3:41]. The yield is 0.144. (2) The reactants are [BrH:1].C(O)(=O)C.[F:6][C:7]1[C:12]([F:13])=[CH:11][CH:10]=[CH:9][C:8]=1[C:14](=O)[CH2:15][S:16][C:17]#[N:18].O. The catalyst is C(O)(=O)C. The product is [Br:1][C:17]1[S:16][CH:15]=[C:14]([C:8]2[CH:9]=[CH:10][CH:11]=[C:12]([F:13])[C:7]=2[F:6])[N:18]=1. The yield is 0.918. (3) The reactants are C(OC(=O)[N:7]([CH2:9][C:10]1[CH:14]=[C:13]([C:15]2[CH:20]=[CH:19][CH:18]=[CH:17][C:16]=2[F:21])[N:12]([S:22]([C:25]2[CH:30]=[CH:29][C:28]([O:31][CH:32]3[CH2:37]CCCO3)=[CH:27][CH:26]=2)(=[O:24])=[O:23])[CH:11]=1)[CH3:8])(C)(C)C.FC1C=CC=CC=1C1[N:50](S(C2C=CC(O)=CC=2)(=O)=O)[CH:49]=C(CN(C)C(=O)OC(C)(C)C)C=1.C1(C)C=CC(S(O)(=O)=[O:78])=CC=1. The catalyst is CO. The product is [F:21][C:16]1[CH:17]=[CH:18][CH:19]=[CH:20][C:15]=1[C:13]1[N:12]([S:22]([C:25]2[CH:30]=[CH:29][C:28]([O:31][CH2:32][C:37]([NH:50][CH3:49])=[O:78])=[CH:27][CH:26]=2)(=[O:24])=[O:23])[CH:11]=[C:10]([CH2:9][NH:7][CH3:8])[CH:14]=1. The yield is 0.800. (4) The reactants are C(OC(=O)[NH:7][CH2:8][CH2:9][N:10]1[C:14]([C:15](=O)[CH3:16])=[CH:13][C:12]([CH2:18][O:19][C:20]2[CH:25]=[CH:24][CH:23]=[CH:22][CH:21]=2)=[N:11]1)(C)(C)C. The catalyst is Cl.O1CCOCC1. The product is [CH3:16][C:15]1[C:14]2[N:10]([N:11]=[C:12]([CH2:18][O:19][C:20]3[CH:25]=[CH:24][CH:23]=[CH:22][CH:21]=3)[CH:13]=2)[CH2:9][CH2:8][N:7]=1. The yield is 0.990. (5) The reactants are [Li]CCCC.CN(C)S([N:11]1[CH2:15][NH:14][C:13]([CH:16]([CH3:18])[CH3:17])=[N:12]1)(=O)=O.CN([CH:23]=[O:24])C.[NH4+].[Cl-].Cl.C([O-])(O)=O.[Na+]. The catalyst is C1COCC1. The product is [CH:16]([C:13]1[NH:14][C:15]([CH:23]=[O:24])=[N:11][N:12]=1)([CH3:18])[CH3:17]. The yield is 0.520. (6) The reactants are [Cl:1][C:2]1[CH:3]=[C:4]([C:12]2[S:13][C:14]([C:17]3[CH:35]=[CH:34][C:20]4[CH2:21][CH2:22][N:23]([CH2:26][CH2:27][CH2:28][C:29]([O:31]CC)=[O:30])[CH2:24][CH2:25][C:19]=4[CH:18]=3)=[CH:15][N:16]=2)[CH:5]=[CH:6][C:7]=1[O:8][CH:9]([CH3:11])[CH3:10].[OH-].[Na+]. The catalyst is CCO. The product is [Cl:1][C:2]1[CH:3]=[C:4]([C:12]2[S:13][C:14]([C:17]3[CH:35]=[CH:34][C:20]4[CH2:21][CH2:22][N:23]([CH2:26][CH2:27][CH2:28][C:29]([OH:31])=[O:30])[CH2:24][CH2:25][C:19]=4[CH:18]=3)=[CH:15][N:16]=2)[CH:5]=[CH:6][C:7]=1[O:8][CH:9]([CH3:11])[CH3:10]. The yield is 0.160. (7) The reactants are CN(C)C=O.[CH3:6][O:7][C:8]1[CH:9]=[C:10]2[C:15](=[CH:16][C:17]=1[OH:18])[N:14]=[CH:13][CH:12]=[C:11]2[O:19][C:20]1[C:21]([CH3:30])=[N:22][C:23]2[C:28]([CH:29]=1)=[CH:27][CH:26]=[CH:25][CH:24]=2.C(=O)([O-])[O-].[K+].[K+].[CH2:37]([CH:39]1[O:41][CH2:40]1)Br. The catalyst is O. The product is [CH3:6][O:7][C:8]1[CH:9]=[C:10]2[C:15](=[CH:16][C:17]=1[O:18][CH2:37][CH:39]1[CH2:40][O:41]1)[N:14]=[CH:13][CH:12]=[C:11]2[O:19][C:20]1[C:21]([CH3:30])=[N:22][C:23]2[C:28]([CH:29]=1)=[CH:27][CH:26]=[CH:25][CH:24]=2. The yield is 0.530.